Predict the product of the given reaction. From a dataset of Forward reaction prediction with 1.9M reactions from USPTO patents (1976-2016). (1) The product is: [OH:5][CH2:4][CH2:3][CH2:2][CH2:1][O:6][CH:11]1[CH2:12][CH2:13][CH2:14][CH2:15][O:10]1. Given the reactants [CH2:1]([OH:6])[CH2:2][CH2:3][CH2:4][OH:5].ClCCl.[O:10]1[CH:15]=[CH:14][CH2:13][CH2:12][CH2:11]1, predict the reaction product. (2) Given the reactants [F:1][C:2]1[CH:3]=[C:4]([C:13](=[O:15])[CH3:14])[CH:5]=[CH:6][C:7]=1[C:8]1[N:9]=[CH:10][S:11][CH:12]=1.[F:16][C:17]([F:24])([F:23])[C:18](OCC)=[O:19].C[O-].[Na+].Cl, predict the reaction product. The product is: [F:16][C:17]([F:24])([F:23])[C:18](=[O:19])[CH2:14][C:13]([C:4]1[CH:5]=[CH:6][C:7]([C:8]2[N:9]=[CH:10][S:11][CH:12]=2)=[C:2]([F:1])[CH:3]=1)=[O:15]. (3) Given the reactants [F:1][C:2]1[CH:10]=[CH:9][C:5](C(O)=O)=[CH:4][C:3]=1O.[C:12](=[O:15])([O-])[O-:13].[K+].[K+].[CH3:18]I.CN(C)[CH:22]=[O:23], predict the reaction product. The product is: [CH3:18][O:13][C:12](=[O:15])[C:5]1[CH:9]=[CH:10][C:2]([F:1])=[C:3]([O:23][CH3:22])[CH:4]=1. (4) Given the reactants C[Si]([N-][Si](C)(C)C)(C)C.[Na+].[CH2:11]1COC[CH2:12]1.[CH2:16]([C@H:18]1[O:23][CH2:22][C@@H:21]([C:24]2[CH:29]=[CH:28][CH:27]=[CH:26][CH:25]=2)[N:20]([C:30]([O:32][C:33]([CH3:36])([CH3:35])[CH3:34])=[O:31])[C:19]1=[O:37])[CH3:17].ICC, predict the reaction product. The product is: [CH2:16]([C:18]1([CH2:11][CH3:12])[O:23][CH2:22][C@@H:21]([C:24]2[CH:29]=[CH:28][CH:27]=[CH:26][CH:25]=2)[N:20]([C:30]([O:32][C:33]([CH3:36])([CH3:35])[CH3:34])=[O:31])[C:19]1=[O:37])[CH3:17].